This data is from Cav3 T-type calcium channel HTS with 100,875 compounds. The task is: Binary Classification. Given a drug SMILES string, predict its activity (active/inactive) in a high-throughput screening assay against a specified biological target. (1) The molecule is O=C(Nc1ccc(cc1)C#Cc1ccc(NC(=O)C)cc1)C. The result is 0 (inactive). (2) The compound is S(=O)(=O)(N1C(CCC1)C(=O)N(c1c(n(n(c1=O)c1ccccc1)C)C)C)c1ccccc1. The result is 0 (inactive). (3) The result is 0 (inactive). The compound is s1c(nc2c1cccc2)c1sc(cc1)C(OCc1c(onc1C)C)=O. (4) The drug is s1c(C2=NN(C(C2)c2ccc(F)cc2)C(=O)CSc2nc3n([nH]cc3c(=O)n2)c2ccc(F)cc2)ccc1. The result is 0 (inactive). (5) The compound is S1C(c2ccccc2)C(=O)N=C1N\N=C\c1c(OC)cc(OC)cc1. The result is 0 (inactive). (6) The drug is O=C(Nc1c(cc2nn(nc2c1)c1ccc(OC)cc1)C)CC(C)C. The result is 0 (inactive). (7) The compound is OC(=O)C(NC(=O)Nc1ccc(cc1)C(=O)C)CC(C)C. The result is 0 (inactive). (8) The compound is Clc1c(C(N2CCCCC2)C(=O)Nc2c(cccc2C)C)ccc(Cl)c1. The result is 1 (active).